Dataset: Forward reaction prediction with 1.9M reactions from USPTO patents (1976-2016). Task: Predict the product of the given reaction. (1) Given the reactants S(=O)(=O)(O)O.N[C@H:7]([C:12]([OH:14])=[O:13])[CH2:8][CH:9]([CH3:11])[CH3:10].[K+].[Br-:16].N([O-])=O.[Na+], predict the reaction product. The product is: [Br:16][C@H:7]([CH2:8][CH:9]([CH3:11])[CH3:10])[C:12]([OH:14])=[O:13]. (2) Given the reactants [CH3:1][O:2][C@H:3]1[C@@H:7]2[O:8][C:9]([CH3:12])([CH3:11])[O:10][C@@H:6]2[C@@H:5]([C:13]([O:15][N:16]=[C:17]([NH2:20])[CH2:18][CH3:19])=O)[O:4]1, predict the reaction product. The product is: [CH3:1][O:2][C@H:3]1[C@@H:7]2[O:8][C:9]([CH3:12])([CH3:11])[O:10][C@@H:6]2[C@@H:5]([C:13]2[O:15][N:16]=[C:17]([CH2:18][CH3:19])[N:20]=2)[O:4]1. (3) Given the reactants [NH2:1][C:2]1[C:7](=[O:8])[N:6]([CH3:9])[CH:5]=[C:4]([C:10]2[C:11]([CH3:28])=[C:12]([NH:16][C:17]([C:19]3[S:23][C:22]4[CH2:24][CH2:25][CH2:26][CH2:27][C:21]=4[CH:20]=3)=[O:18])[CH:13]=[CH:14][CH:15]=2)[CH:3]=1.Cl[C:30]1[N:35]=[CH:34][C:33]([CH:36]2[N:41]([CH3:42])[CH2:40][CH2:39][N:38]([CH3:43])[C:37]2=[O:44])=[CH:32][CH:31]=1.CC1(C)C2C=CC=C(P(C3C=CC=CC=3)C3C=CC=CC=3)C=2OC2C1=CC=CC=2P(C1C=CC=CC=1)C1C=CC=CC=1.C([O-])([O-])=O.[Cs+].[Cs+], predict the reaction product. The product is: [CH3:42][N:41]1[CH2:40][CH2:39][N:38]([CH3:43])[C:37](=[O:44])[CH:36]1[C:33]1[CH:32]=[CH:31][C:30]([NH:1][C:2]2[C:7](=[O:8])[N:6]([CH3:9])[CH:5]=[C:4]([C:10]3[C:11]([CH3:28])=[C:12]([NH:16][C:17]([C:19]4[S:23][C:22]5[CH2:24][CH2:25][CH2:26][CH2:27][C:21]=5[CH:20]=4)=[O:18])[CH:13]=[CH:14][CH:15]=3)[CH:3]=2)=[N:35][CH:34]=1. (4) Given the reactants [Br:1][C:2]1[S:6][C:5]([CH3:7])=[N:4][C:3]=1[C:8]1[CH:13]=[CH:12][C:11]([O:14]C)=[CH:10][CH:9]=1.B(Br)(Br)Br, predict the reaction product. The product is: [Br:1][C:2]1[S:6][C:5]([CH3:7])=[N:4][C:3]=1[C:8]1[CH:13]=[CH:12][C:11]([OH:14])=[CH:10][CH:9]=1. (5) Given the reactants N[C:2]1[CH:10]=[CH:9][CH:8]=[C:7]2[C:3]=1[CH:4]=[N:5][NH:6]2.Cl.N([O-])=O.[Na+].[I-:16].[K+], predict the reaction product. The product is: [I:16][C:2]1[CH:10]=[CH:9][CH:8]=[C:7]2[C:3]=1[CH:4]=[N:5][NH:6]2. (6) Given the reactants [C:1]([NH:6][C:7]1[NH:16][C:15](=[O:17])[C:14]2[C:9](=[N:10][CH:11]=[C:12]([CH:18]=O)[N:13]=2)[N:8]=1)(=[O:5])[CH:2]([CH3:4])[CH3:3].[NH2:20][C:21]1[CH:29]=[CH:28][C:24]([C:25]([OH:27])=[O:26])=[CH:23][CH:22]=1.C1(C)C=CC(S([O-])(=O)=O)=CC=1.[NH+]1C=CC=CC=1, predict the reaction product. The product is: [C:1]([NH:6][C:7]1[NH:16][C:15](=[O:17])[C:14]2[C:9](=[N:10][CH:11]=[C:12]([N:13]=2)[CH2:18][NH:20][C:21]2[CH:29]=[CH:28][C:24]([C:25]([OH:27])=[O:26])=[CH:23][CH:22]=2)[N:8]=1)(=[O:5])[CH:2]([CH3:3])[CH3:4]. (7) Given the reactants [CH:1]1([C:4]2[N:5]=[C:6]3[C:12]([C:13](O)=[O:14])=[CH:11][N:10]([CH2:16][O:17][CH2:18][CH2:19][Si:20]([CH3:23])([CH3:22])[CH3:21])[C:7]3=[N:8][CH:9]=2)[CH2:3][CH2:2]1.[NH2:24][C@H:25]([C:41]([CH3:44])([CH3:43])[CH3:42])[C:26]([N:28]1[CH2:33][CH2:32][C:31]([OH:40])([C:34]2[CH:39]=[CH:38][CH:37]=[CH:36][CH:35]=2)[CH2:30][CH2:29]1)=[O:27].C1C=CC2N(O)N=NC=2C=1.C(Cl)CCl.C(N(CC)C(C)C)(C)C, predict the reaction product. The product is: [OH:40][C:31]1([C:34]2[CH:35]=[CH:36][CH:37]=[CH:38][CH:39]=2)[CH2:30][CH2:29][N:28]([C:26]([C@H:25]([NH:24][C:13]([C:12]2[C:6]3[C:7](=[N:8][CH:9]=[C:4]([CH:1]4[CH2:3][CH2:2]4)[N:5]=3)[N:10]([CH2:16][O:17][CH2:18][CH2:19][Si:20]([CH3:23])([CH3:22])[CH3:21])[CH:11]=2)=[O:14])[C:41]([CH3:44])([CH3:43])[CH3:42])=[O:27])[CH2:33][CH2:32]1.